This data is from Reaction yield outcomes from USPTO patents with 853,638 reactions. The task is: Predict the reaction yield, written as a fraction of the theoretical maximum amount of product (1.0 means a 100% yield; for example, 0.34 means a 34% yield). (1) The reactants are CC1C=CC(S(O[CH2:12][CH2:13][O:14][CH2:15][CH:16]([F:18])[F:17])(=O)=O)=CC=1.[Cl:19][C:20]1[CH:25]=[CH:24][C:23]([C@H:26]2[C@H:31]([OH:32])[C@@H:30]([OH:33])[C@H:29]([OH:34])[C@@H:28]([CH2:35][OH:36])[O:27]2)=[CH:22][C:21]=1[CH2:37][C:38]1[CH:43]=[CH:42][C:41]([OH:44])=[CH:40][CH:39]=1.C(=O)([O-])[O-].[Cs+].[Cs+]. The catalyst is CN(C=O)C.C(OCC)C. The product is [Cl:19][C:20]1[CH:25]=[CH:24][C:23]([C@H:26]2[C@H:31]([OH:32])[C@@H:30]([OH:33])[C@H:29]([OH:34])[C@@H:28]([CH2:35][OH:36])[O:27]2)=[CH:22][C:21]=1[CH2:37][C:38]1[CH:39]=[CH:40][C:41]([O:44][CH2:12][CH2:13][O:14][CH2:15][CH:16]([F:18])[F:17])=[CH:42][CH:43]=1. The yield is 0.0500. (2) The reactants are [OH:1][C:2]1[CH:13]=[CH:12][CH:11]=[CH:10][C:3]=1[CH:4]=[CH:5][C:6]([O:8][CH3:9])=[O:7].[Br:14][CH2:15][CH2:16][CH2:17]Br.C([O-])([O-])=O.[K+].[K+]. The catalyst is CC(C)=O.CCCCCC. The product is [Br:14][CH2:15][CH2:16][CH2:17][O:1][C:2]1[CH:13]=[CH:12][CH:11]=[CH:10][C:3]=1/[CH:4]=[CH:5]/[C:6]([O:8][CH3:9])=[O:7]. The yield is 0.500.